This data is from Catalyst prediction with 721,799 reactions and 888 catalyst types from USPTO. The task is: Predict which catalyst facilitates the given reaction. Reactant: [CH:1]1([N:4]([CH2:12][C:13]2[CH:14]=[C:15]([CH2:23][OH:24])[CH:16]=[C:17]3[C:22]=2[N:21]=[CH:20][CH:19]=[CH:18]3)[C:5](=[O:11])[O:6][C:7]([CH3:10])([CH3:9])[CH3:8])[CH2:3][CH2:2]1.C(=O)(O)[O-].[Na+]. Product: [CH:1]1([N:4]([CH2:12][C:13]2[CH:14]=[C:15]([CH:23]=[O:24])[CH:16]=[C:17]3[C:22]=2[N:21]=[CH:20][CH:19]=[CH:18]3)[C:5](=[O:11])[O:6][C:7]([CH3:9])([CH3:10])[CH3:8])[CH2:2][CH2:3]1. The catalyst class is: 4.